From a dataset of Full USPTO retrosynthesis dataset with 1.9M reactions from patents (1976-2016). Predict the reactants needed to synthesize the given product. (1) Given the product [Cl:1][C:15]1[C:14]2[C:18](=[CH:19][CH:20]=[C:12]([N+:9]([O-:11])=[O:10])[CH:13]=2)[NH:17][CH:16]=1, predict the reactants needed to synthesize it. The reactants are: [Cl:1]N1C(=O)CCC1=O.[N+:9]([C:12]1[CH:13]=[C:14]2[C:18](=[CH:19][CH:20]=1)[NH:17][CH:16]=[CH:15]2)([O-:11])=[O:10].O. (2) Given the product [CH:22]([C:25]1[CH:31]=[CH:30][C:28]([NH:29][C:19]([C:17]2[CH:16]=[CH:15][CH:14]=[C:13]([N:11]3[CH2:10][CH2:9][C:7]4[N:8]=[C:3]([S:2][CH3:1])[N:4]=[CH:5][C:6]=4[CH2:12]3)[N:18]=2)=[O:21])=[CH:27][CH:26]=1)([CH3:24])[CH3:23], predict the reactants needed to synthesize it. The reactants are: [CH3:1][S:2][C:3]1[N:4]=[CH:5][C:6]2[CH2:12][N:11]([C:13]3[N:18]=[C:17]([C:19]([OH:21])=O)[CH:16]=[CH:15][CH:14]=3)[CH2:10][CH2:9][C:7]=2[N:8]=1.[CH:22]([C:25]1[CH:31]=[CH:30][C:28]([NH2:29])=[CH:27][CH:26]=1)([CH3:24])[CH3:23].CCN(C(C)C)C(C)C.CN(C(ON1N=NC2C=CC=NC1=2)=[N+](C)C)C.F[P-](F)(F)(F)(F)F. (3) Given the product [CH3:12][S:13]([C:16]1[CH:21]=[C:20]([C:2]2[C:3]3[N:4]([N:8]=[C:9]([NH2:11])[N:10]=3)[CH:5]=[CH:6][CH:7]=2)[CH:19]=[CH:18][CH:17]=1)(=[O:15])=[O:14], predict the reactants needed to synthesize it. The reactants are: Br[C:2]1[C:3]2[N:4]([N:8]=[C:9]([NH2:11])[N:10]=2)[CH:5]=[CH:6][CH:7]=1.[CH3:12][S:13]([C:16]1[CH:17]=[C:18](B(O)O)[CH:19]=[CH:20][CH:21]=1)(=[O:15])=[O:14]. (4) Given the product [Cl:25][C:5]1[CH:6]=[CH:7][CH:8]=[C:9]2[C:4]=1[N:3]=[C:2]([C:29]1[CH:30]=[CH:31][CH:32]=[C:27]([CH3:26])[N:28]=1)[C:11]([C@@H:12]([N:14]1[C:15](=[O:24])[C:16]3[C:21](=[CH:20][CH:19]=[CH:18][CH:17]=3)[C:22]1=[O:23])[CH3:13])=[CH:10]2, predict the reactants needed to synthesize it. The reactants are: Cl[C:2]1[C:11]([C@@H:12]([N:14]2[C:22](=[O:23])[C:21]3[C:16](=[CH:17][CH:18]=[CH:19][CH:20]=3)[C:15]2=[O:24])[CH3:13])=[CH:10][C:9]2[C:4](=[C:5]([Cl:25])[CH:6]=[CH:7][CH:8]=2)[N:3]=1.[CH3:26][C:27]1[CH:32]=[CH:31][CH:30]=[C:29]([Sn](CCCC)(CCCC)CCCC)[N:28]=1. (5) Given the product [C:1]([O:5][C:6]([N:8]1[CH2:13][CH2:12][N:11]([S:14]([C:17]2[CH:22]=[CH:21][CH:20]=[C:19]([C:23](=[O:25])[NH:31][C:30]3[CH:32]=[CH:33][CH:34]=[C:28]([O:27][CH3:26])[CH:29]=3)[CH:18]=2)(=[O:16])=[O:15])[CH2:10][CH2:9]1)=[O:7])([CH3:4])([CH3:3])[CH3:2], predict the reactants needed to synthesize it. The reactants are: [C:1]([O:5][C:6]([N:8]1[CH2:13][CH2:12][N:11]([S:14]([C:17]2[CH:22]=[CH:21][CH:20]=[C:19]([C:23]([OH:25])=O)[CH:18]=2)(=[O:16])=[O:15])[CH2:10][CH2:9]1)=[O:7])([CH3:4])([CH3:3])[CH3:2].[CH3:26][O:27][C:28]1[CH:29]=[C:30]([CH:32]=[CH:33][CH:34]=1)[NH2:31].